Dataset: Peptide-MHC class II binding affinity with 134,281 pairs from IEDB. Task: Regression. Given a peptide amino acid sequence and an MHC pseudo amino acid sequence, predict their binding affinity value. This is MHC class II binding data. (1) The MHC is HLA-DQA10101-DQB10501 with pseudo-sequence HLA-DQA10101-DQB10501. The peptide sequence is SQDLEESWNLNGLQAY. The binding affinity (normalized) is 0.634. (2) The peptide sequence is AKRMIAISAKVARDI. The MHC is DRB1_0101 with pseudo-sequence DRB1_0101. The binding affinity (normalized) is 0.647.